Task: Predict the reaction yield, written as a fraction of the theoretical maximum amount of product (1.0 means a 100% yield; for example, 0.34 means a 34% yield).. Dataset: Reaction yield outcomes from USPTO patents with 853,638 reactions (1) The product is [Br:1][C:2]1[CH:7]=[C:6]([CH3:11])[C:5]([Cl:8])=[N:4][CH:3]=1. No catalyst specified. The yield is 0.670. The reactants are [Br:1][C:2]1[C:3](C)=[N:4][C:5]([Cl:8])=[CH:6][CH:7]=1.Br[C:11]1C=C(C)C(N)=NC=1. (2) The reactants are Cl.[Cl:2][C:3]1[CH:25]=[C:24]([F:26])[CH:23]=[CH:22][C:4]=1[C:5]([NH:7][C:8]1[CH:13]=[CH:12][CH:11]=[C:10]([NH:14][C@@H:15]2[CH2:20][CH2:19][NH:18][C@H:17]([CH3:21])[CH2:16]2)[CH:9]=1)=[O:6].[C:27](O)(=O)C.C([BH3-])#N.[Na+].C=O.C(=O)(O)[O-].[Na+].[Cl-].[NH4+]. The catalyst is CO.ClCCl. The product is [ClH:2].[Cl:2][C:3]1[CH:25]=[C:24]([F:26])[CH:23]=[CH:22][C:4]=1[C:5]([NH:7][C:8]1[CH:13]=[CH:12][CH:11]=[C:10]([NH:14][C@@H:15]2[CH2:20][CH2:19][N:18]([CH3:27])[C@H:17]([CH3:21])[CH2:16]2)[CH:9]=1)=[O:6]. The yield is 0.680. (3) The reactants are [C:1]([CH:5]1[CH2:13][C:12]2[C:7](=[CH:8][C:9]([N+:14]([O-:16])=[O:15])=[CH:10][CH:11]=2)[NH:6]1)([CH3:4])([CH3:3])[CH3:2].C(C1C(=O)C(Cl)=C(Cl)C(=O)C=1C#N)#N. The catalyst is O1CCOCC1. The product is [C:1]([C:5]1[NH:6][C:7]2[C:12]([CH:13]=1)=[CH:11][CH:10]=[C:9]([N+:14]([O-:16])=[O:15])[CH:8]=2)([CH3:4])([CH3:2])[CH3:3]. The yield is 0.800. (4) The reactants are FC(F)(F)C(O)=O.[C:8]([N:15]1[CH2:20][CH2:19][CH2:18][CH:17]([CH2:21][N:22]([C:27]2[CH:32]=[CH:31][CH:30]=[CH:29][CH:28]=2)[C:23](=[O:26])[CH2:24][CH3:25])[CH2:16]1)(OC(C)(C)C)=O.C(=O)[C:34]1[CH:39]=[CH:38][C:37]([O:40][CH3:41])=[CH:36][CH:35]=1.[BH-](OC(C)=O)(OC(C)=O)OC(C)=O.[Na+]. The catalyst is C(Cl)Cl. The product is [CH3:41][O:40][C:37]1[CH:38]=[CH:39][C:34]([CH2:8][N:15]2[CH2:20][CH2:19][CH2:18][CH:17]([CH2:21][N:22]([C:27]3[CH:28]=[CH:29][CH:30]=[CH:31][CH:32]=3)[C:23](=[O:26])[CH2:24][CH3:25])[CH2:16]2)=[CH:35][CH:36]=1. The yield is 0.590.